Dataset: Reaction yield outcomes from USPTO patents with 853,638 reactions. Task: Predict the reaction yield, written as a fraction of the theoretical maximum amount of product (1.0 means a 100% yield; for example, 0.34 means a 34% yield). (1) The reactants are [Cl:1][C:2]1[C:11]2[C:6](=[CH:7][C:8]([O:26][CH3:27])=[C:9]([O:12][CH2:13][CH:14]3[CH2:18][CH2:17][N:16](C(OC(C)(C)C)=O)[CH2:15]3)[CH:10]=2)[N:5]=[CH:4][N:3]=1.[Cl:28][C:29]1[C:30]([F:36])=[C:31]([CH:33]=[CH:34][CH:35]=1)[NH2:32]. No catalyst specified. The product is [ClH:1].[Cl:28][C:29]1[C:30]([F:36])=[C:31]([CH:33]=[CH:34][CH:35]=1)[NH:32][C:2]1[C:11]2[C:6](=[CH:7][C:8]([O:26][CH3:27])=[C:9]([O:12][CH2:13][CH:14]3[CH2:18][CH2:17][NH:16][CH2:15]3)[CH:10]=2)[N:5]=[CH:4][N:3]=1. The yield is 1.00. (2) The yield is 0.860. The catalyst is C1COCC1. The product is [CH2:1]([C@@H:8]1[CH2:12][O:11][C:10](=[O:13])[N:9]1[C:14](=[O:19])[C@H:15]([CH2:31][C:32]1[C:33]([Cl:47])=[CH:34][C:35]([O:39][CH2:40][C:41]2[CH:42]=[CH:43][CH:44]=[CH:45][CH:46]=2)=[CH:36][C:37]=1[Cl:38])[CH2:16][CH:17]=[CH2:18])[C:2]1[CH:3]=[CH:4][CH:5]=[CH:6][CH:7]=1. The reactants are [CH2:1]([C@@H:8]1[CH2:12][O:11][C:10](=[O:13])[N:9]1[C:14](=[O:19])[CH2:15][CH2:16][CH:17]=[CH2:18])[C:2]1[CH:7]=[CH:6][CH:5]=[CH:4][CH:3]=1.[Li+].C[Si]([N-][Si](C)(C)C)(C)C.Br[CH2:31][C:32]1[C:37]([Cl:38])=[CH:36][C:35]([O:39][CH2:40][C:41]2[CH:46]=[CH:45][CH:44]=[CH:43][CH:42]=2)=[CH:34][C:33]=1[Cl:47].